This data is from NCI-60 drug combinations with 297,098 pairs across 59 cell lines. The task is: Regression. Given two drug SMILES strings and cell line genomic features, predict the synergy score measuring deviation from expected non-interaction effect. (1) Drug 1: C#CCC(CC1=CN=C2C(=N1)C(=NC(=N2)N)N)C3=CC=C(C=C3)C(=O)NC(CCC(=O)O)C(=O)O. Drug 2: CCN(CC)CCCC(C)NC1=C2C=C(C=CC2=NC3=C1C=CC(=C3)Cl)OC. Cell line: SNB-19. Synergy scores: CSS=22.0, Synergy_ZIP=-6.90, Synergy_Bliss=0.0475, Synergy_Loewe=-5.19, Synergy_HSA=0.708. (2) Drug 1: C1=NC2=C(N=C(N=C2N1C3C(C(C(O3)CO)O)F)Cl)N. Drug 2: CC1=C(N=C(N=C1N)C(CC(=O)N)NCC(C(=O)N)N)C(=O)NC(C(C2=CN=CN2)OC3C(C(C(C(O3)CO)O)O)OC4C(C(C(C(O4)CO)O)OC(=O)N)O)C(=O)NC(C)C(C(C)C(=O)NC(C(C)O)C(=O)NCCC5=NC(=CS5)C6=NC(=CS6)C(=O)NCCC[S+](C)C)O. Cell line: SR. Synergy scores: CSS=66.3, Synergy_ZIP=0.860, Synergy_Bliss=0.905, Synergy_Loewe=-5.84, Synergy_HSA=0.123. (3) Drug 2: COCCOC1=C(C=C2C(=C1)C(=NC=N2)NC3=CC=CC(=C3)C#C)OCCOC.Cl. Synergy scores: CSS=24.7, Synergy_ZIP=-3.85, Synergy_Bliss=-4.15, Synergy_Loewe=-3.27, Synergy_HSA=0.308. Drug 1: C1=CN(C(=O)N=C1N)C2C(C(C(O2)CO)O)O.Cl. Cell line: HOP-92. (4) Drug 1: CC(C)(C#N)C1=CC(=CC(=C1)CN2C=NC=N2)C(C)(C)C#N. Drug 2: CC12CCC3C(C1CCC2OP(=O)(O)O)CCC4=C3C=CC(=C4)OC(=O)N(CCCl)CCCl.[Na+]. Cell line: NCI/ADR-RES. Synergy scores: CSS=-2.92, Synergy_ZIP=0.485, Synergy_Bliss=-3.62, Synergy_Loewe=-4.64, Synergy_HSA=-5.52. (5) Cell line: M14. Drug 2: C1CN(P(=O)(OC1)NCCCl)CCCl. Synergy scores: CSS=24.1, Synergy_ZIP=0.660, Synergy_Bliss=0.498, Synergy_Loewe=-22.6, Synergy_HSA=0.939. Drug 1: CC1=C(N=C(N=C1N)C(CC(=O)N)NCC(C(=O)N)N)C(=O)NC(C(C2=CN=CN2)OC3C(C(C(C(O3)CO)O)O)OC4C(C(C(C(O4)CO)O)OC(=O)N)O)C(=O)NC(C)C(C(C)C(=O)NC(C(C)O)C(=O)NCCC5=NC(=CS5)C6=NC(=CS6)C(=O)NCCC[S+](C)C)O. (6) Drug 1: CC12CCC3C(C1CCC2=O)CC(=C)C4=CC(=O)C=CC34C. Drug 2: C1CN(CCN1C(=O)CCBr)C(=O)CCBr. Cell line: OVCAR-4. Synergy scores: CSS=27.4, Synergy_ZIP=1.03, Synergy_Bliss=2.08, Synergy_Loewe=-10.3, Synergy_HSA=1.34. (7) Drug 1: CC1=C(C(=CC=C1)Cl)NC(=O)C2=CN=C(S2)NC3=CC(=NC(=N3)C)N4CCN(CC4)CCO. Drug 2: C1C(C(OC1N2C=NC3=C2NC=NCC3O)CO)O. Cell line: HCT-15. Synergy scores: CSS=4.87, Synergy_ZIP=6.52, Synergy_Bliss=6.96, Synergy_Loewe=-2.15, Synergy_HSA=0.140.